From a dataset of Retrosynthesis with 50K atom-mapped reactions and 10 reaction types from USPTO. Predict the reactants needed to synthesize the given product. (1) Given the product O=C(Cn1c(-c2ccc(Cl)cc2)nc2cccnc21)NC1=NCCS1, predict the reactants needed to synthesize it. The reactants are: NC1=NCCS1.O=C(O)Cn1c(-c2ccc(Cl)cc2)nc2cccnc21. (2) The reactants are: CC(=O)c1cccc(O)c1.O=C(Cl)c1ccccc1. Given the product CC(=O)c1cccc(OC(=O)c2ccccc2)c1, predict the reactants needed to synthesize it. (3) Given the product CS(=O)(=O)O[C@H]1CC[C@@H](C)CC1, predict the reactants needed to synthesize it. The reactants are: CC1CCC(O)CC1.CS(=O)(=O)Cl. (4) Given the product Cc1ccc2nc(-c3ccc(NC(=O)c4ccco4)cc3)sc2c1, predict the reactants needed to synthesize it. The reactants are: Cc1ccc2nc(-c3ccc(N)cc3)sc2c1.O=C(Cl)c1ccco1. (5) Given the product Fc1ccc(O[C@@H]2CCNC2)cc1, predict the reactants needed to synthesize it. The reactants are: OC1CCNC1.Oc1ccc(F)cc1. (6) The reactants are: CC(N)=O.O=C(O)CNCC(=O)O. Given the product CC(=O)N(CC(=O)O)CC(=O)O, predict the reactants needed to synthesize it. (7) Given the product CC(C)Nc1nc2c(nc1N1CCC(S(=O)(=O)c3cccc(F)c3)CC1)CNCC2, predict the reactants needed to synthesize it. The reactants are: CC(C)Nc1nc2c(nc1N1CCC(S(=O)(=O)c3cccc(F)c3)CC1)CN(Cc1ccccc1)CC2. (8) Given the product CC(C)(C)OC(=O)n1ccc2c(N)cccc21, predict the reactants needed to synthesize it. The reactants are: CC(C)(C)OC(=O)n1ccc2c([N+](=O)[O-])cccc21. (9) Given the product Cc1ccc2nnc(Cc3ccc4ncc(-c5cnn(CC(N)=O)c5)cc4c3)n2n1, predict the reactants needed to synthesize it. The reactants are: Cc1ccc2nnc(Cc3ccc4ncc(-c5cn[nH]c5)cc4c3)n2n1.NC(=O)CBr.